This data is from Full USPTO retrosynthesis dataset with 1.9M reactions from patents (1976-2016). The task is: Predict the reactants needed to synthesize the given product. (1) Given the product [ClH:28].[ClH:28].[CH:1]([N:14]1[CH2:19][C@@H:18]2[CH2:20][C@H:15]1[CH2:16][NH:17]2)([C:8]1[CH:13]=[CH:12][CH:11]=[CH:10][CH:9]=1)[C:2]1[CH:3]=[CH:4][CH:5]=[CH:6][CH:7]=1, predict the reactants needed to synthesize it. The reactants are: [CH:1]([N:14]1[CH2:19][C@@H:18]2[CH2:20][C@H:15]1[CH2:16][N:17]2C(OC(C)(C)C)=O)([C:8]1[CH:13]=[CH:12][CH:11]=[CH:10][CH:9]=1)[C:2]1[CH:7]=[CH:6][CH:5]=[CH:4][CH:3]=1.[ClH:28]. (2) Given the product [CH3:2][O:3][C:4]1[CH:9]=[C:8]2[C:7](=[CH:6][CH:5]=1)[NH:10][CH:16]=[C:15]2[C:14]([O:13][CH3:12])=[O:20], predict the reactants needed to synthesize it. The reactants are: Cl.[CH3:2][O:3][C:4]1[CH:9]=[CH:8][C:7]([NH:10]N)=[CH:6][CH:5]=1.[CH3:12][O:13][CH:14]([O:20]C)[CH2:15][C:16](OC)=O. (3) Given the product [C:39]([S:42][CH2:43][CH2:44][CH2:45][CH2:46][C:47]([O:1][C@@:2]([CH3:38])([C:3](=[O:35])[C@@H:4]([NH:12][C:13](=[O:34])[C@@H:14]([NH:18][C:19](=[O:33])[C@@H:20]([NH:24][C:25]([C:27]1[S:31][C:30]([CH3:32])=[N:29][CH:28]=1)=[O:26])[CH2:21][O:22][CH3:23])[CH2:15][O:16][CH3:17])[CH2:5][C:6]1[CH:7]=[CH:8][CH:9]=[CH:10][CH:11]=1)[CH2:36][I:37])=[O:48])(=[O:41])[CH3:40], predict the reactants needed to synthesize it. The reactants are: [OH:1][C@:2]([CH3:38])([CH2:36][I:37])[C:3](=[O:35])[C@@H:4]([NH:12][C:13](=[O:34])[C@@H:14]([NH:18][C:19](=[O:33])[C@@H:20]([NH:24][C:25]([C:27]1[S:31][C:30]([CH3:32])=[N:29][CH:28]=1)=[O:26])[CH2:21][O:22][CH3:23])[CH2:15][O:16][CH3:17])[CH2:5][C:6]1[CH:11]=[CH:10][CH:9]=[CH:8][CH:7]=1.[C:39]([S:42][CH2:43][CH2:44][CH2:45][CH2:46][C:47](O[C:47](=[O:48])[CH2:46][CH2:45][CH2:44][CH2:43][S:42][C:39](=[O:41])[CH3:40])=[O:48])(=[O:41])[CH3:40]. (4) Given the product [NH:17]1[C:25]2[C:20](=[C:21]([N:26]3[CH2:31][CH2:30][N:29]([C@@H:13]4[CH2:14][CH2:15][C@H:10]([C:3]5[C:4]6[C:9](=[CH:8][CH:7]=[CH:6][CH:5]=6)[NH:1][C:2]=5[CH3:32])[CH2:11][CH2:12]4)[CH2:28][CH2:27]3)[CH:22]=[CH:23][CH:24]=2)[CH:19]=[CH:18]1, predict the reactants needed to synthesize it. The reactants are: [NH:1]1[C:9]2[C:4](=[CH:5][CH:6]=[CH:7][CH:8]=2)[C:3]([CH:10]2[CH2:15][CH2:14][C:13](=O)[CH2:12][CH2:11]2)=[CH:2]1.[NH:17]1[C:25]2[C:20](=[C:21]([N:26]3[CH2:31][CH2:30][NH:29][CH2:28][CH2:27]3)[CH:22]=[CH:23][CH:24]=2)[CH:19]=[CH:18]1.[C:32](O[BH-](OC(=O)C)OC(=O)C)(=O)C.[Na+].C(O)(=O)C. (5) Given the product [C:33]([NH:36][C:37](=[CH:42][C:25]1[CH:26]=[CH:27][C:28]([C:30]#[N:31])=[CH:29][C:24]=1[O:23][CH2:22][C@H:9]([NH:8][C:6]([O:5][C:1]([CH3:4])([CH3:3])[CH3:2])=[O:7])[CH2:10][CH2:11][C:12]([O:14][CH2:15][C:16]1[CH:21]=[CH:20][CH:19]=[CH:18][CH:17]=1)=[O:13])[C:38]([O:40][CH3:41])=[O:39])(=[O:35])[CH3:34], predict the reactants needed to synthesize it. The reactants are: [C:1]([O:5][C:6]([NH:8][C@@H:9]([CH2:22][O:23][C:24]1[CH:29]=[C:28]([C:30]#[N:31])[CH:27]=[CH:26][C:25]=1I)[CH2:10][CH2:11][C:12]([O:14][CH2:15][C:16]1[CH:21]=[CH:20][CH:19]=[CH:18][CH:17]=1)=[O:13])=[O:7])([CH3:4])([CH3:3])[CH3:2].[C:33]([NH:36][C:37](=[CH2:42])[C:38]([O:40][CH3:41])=[O:39])(=[O:35])[CH3:34].CC1C=CC=CC=1P(C1C=CC=CC=1C)C1C=CC=CC=1C.C(N(CC)CC)C. (6) Given the product [C:1]1([C@@H:7]2[CH2:9][C@H:8]2[CH:10]=[CH2:11])[CH:6]=[CH:5][CH:4]=[CH:3][CH:2]=1.[CH2:8]1[C:2]2[C:1](=[CH:6][CH:5]=[CH:4][CH:3]=2)[CH2:7][CH:9]1[O:21][S:20](=[O:34])(=[O:22])[NH2:23], predict the reactants needed to synthesize it. The reactants are: [C:1]1([C@@H:7]2[CH2:9][C@H:8]2[CH:10]=[CH2:11])[CH:6]=[CH:5][CH:4]=[CH:3][CH:2]=1.C(C1C=CC=CC=1[S:20]([NH2:23])(=[O:22])=[O:21])=C.C(C1C=CC=CC=1S(N)(=O)=[O:34])C=C.[Si](C)(C)(C)C. (7) Given the product [OH:1][CH:2]1[CH2:11][C:10]2[C:9]([N:12]3[CH2:13][CH2:14][N:15]([CH2:18][CH2:19][CH2:20][CH2:21][O:22][C:23]4[N:32]=[C:31]5[C:26]([CH2:27][CH2:28][C:29](=[O:33])[NH:30]5)=[CH:25][CH:24]=4)[CH2:16][CH2:17]3)=[CH:8][CH:7]=[CH:6][C:5]=2[CH2:4][CH2:3]1, predict the reactants needed to synthesize it. The reactants are: [O:1]=[C:2]1[CH2:11][C:10]2[C:9]([N:12]3[CH2:17][CH2:16][N:15]([CH2:18][CH2:19][CH2:20][CH2:21][O:22][C:23]4[N:32]=[C:31]5[C:26]([CH2:27][CH2:28][C:29](=[O:33])[NH:30]5)=[CH:25][CH:24]=4)[CH2:14][CH2:13]3)=[CH:8][CH:7]=[CH:6][C:5]=2[CH2:4][CH2:3]1.[BH4-].[Na+]. (8) Given the product [CH:1]1([N:4]([CH2:29][C:30]2[CH:35]=[C:34]([CH2:36][CH2:37][CH2:38][O:39][CH3:40])[CH:33]=[C:32]([O:41][CH2:42][CH2:43][O:44][CH3:45])[CH:31]=2)[C:5]([CH:7]2[C:12]([OH:21])([C:13]3[CH:18]=[CH:17][CH:16]=[C:15]([O:19][CH3:20])[CH:14]=3)[CH2:11][CH2:10][NH:9][CH2:8]2)=[O:6])[CH2:3][CH2:2]1, predict the reactants needed to synthesize it. The reactants are: [CH:1]1([N:4]([CH2:29][C:30]2[CH:35]=[C:34]([CH2:36][CH2:37][CH2:38][O:39][CH3:40])[CH:33]=[C:32]([O:41][CH2:42][CH2:43][O:44][CH3:45])[CH:31]=2)[C:5]([C@@H:7]2[C@@:12]([OH:21])([C:13]3[CH:18]=[CH:17][CH:16]=[C:15]([O:19][CH3:20])[CH:14]=3)[CH2:11][CH2:10][N:9](C(OC(C)(C)C)=O)[CH2:8]2)=[O:6])[CH2:3][CH2:2]1.Cl. (9) Given the product [C:1]([C:16]1[N:15]([CH3:18])[N:14]=[C:13]([C:19]([F:22])([F:21])[F:20])[C:12]=1[CH2:11][S:10][C:7]1[CH2:6][C:5]([CH3:23])([CH3:4])[O:9][N:8]=1)#[N:2], predict the reactants needed to synthesize it. The reactants are: [C-:1]#[N:2].[Na+].[CH3:4][C:5]1([CH3:23])[O:9][N:8]=[C:7]([S:10][CH2:11][C:12]2[C:13]([C:19]([F:22])([F:21])[F:20])=[N:14][N:15]([CH3:18])[C:16]=2F)[CH2:6]1.O.